Task: Binary Classification. Given a miRNA mature sequence and a target amino acid sequence, predict their likelihood of interaction.. Dataset: Experimentally validated miRNA-target interactions with 360,000+ pairs, plus equal number of negative samples (1) The miRNA is hsa-miR-301b-5p with sequence GCUCUGACGAGGUUGCACUACU. The protein sequence of the target gene is MSSKGSVVLAYSGGLDTSCILVWLKEQGYDVIAYLANIGQKEDFEEARKKALKLGAKKVFIEDVSKEFVEEFIWPAVQSSALYEDRYLLGTSLARPCIARRQVEIAQREGAKYVSHGATGKGNDQVRFELTCYSLAPQIKVIAPWRMPEFYNRFKGRNDLMEYAKQHGIPIPVTPKSPWSMDENLMHISYEAGILENPKNQAPPGLYTKTQDPAKAPNSPDVLEIEFKKGVPVKVTNIKDGTTRTTSLELFMYLNEVAGKHGVGRIDIVENRFIGMKSRGIYETPAGTILYHAHLDIEAF.... Result: 0 (no interaction). (2) The miRNA is hsa-miR-3152-3p with sequence UGUGUUAGAAUAGGGGCAAUAA. The protein sequence of the target gene is MRGRLCVGRAAAAAAAVAVPLAGGQEGSPGGGRRGSRGTTMVKKRKGRVVIDSDTEDSGSDENLDQELLSLAKRKRSDSEEKEPPVSQPAASSDSETSDSDDEWTFGSNKNKKKGKARKIEKKGTMKKQANKTASSGSSDKDSSAESSAPEEGEVSDSDSNSSSSSSDSDSSSEDEEFHDGYGEDLMGDEEDRARLEQMTEKEREQELFNRIEKREVLKRRFEIKKKLKTAKKKEKKEKKKKQEEEQEKKKLTQIQESQVTSHNKERRSKRDEKLDKKSQAMEELKAEREKRKNRTAELL.... Result: 1 (interaction). (3) The miRNA is hsa-miR-511-3p with sequence AAUGUGUAGCAAAAGACAGA. The protein sequence of the target gene is MEKVPGEMEIERRERSEELSEAERKAVQAMWARLYANCEDVGVAILVRFFVNFPSAKQYFSQFKHMEDPLEMERSPQLRKHACRVMGALNTVVENLHDPDKVSSVLALVGKAHALKHKVEPVYFKILSGVILEVVAEEFASDFPPETQRAWAKLRGLIYSHVTAAYKEVGWVQQVPNATTPPATLPSSGP. Result: 1 (interaction). (4) The miRNA is hsa-miR-8485 with sequence CACACACACACACACACGUAU. The protein sequence of the target gene is MAGNDCGALLDEELSSFFLNYLADTQGGGSGEEQLYADFPELDLSQLDASDFDSATCFGELQWCPENSETEPNQYSPDDSELFQIDSENEALLAELTKTLDDIPEDDVGLAAFPALDGGDALSCTSASPAPSSAPPSPAPEKPSAPAPEVDELSLLQKLLLATSYPTSSSDTQKEGTAWRQAGLRSKSQRPCVKADSTQDKKAPMMQSQSRSCTELHKHLTSAQCCLQDRGLQPPCLQSPRLPAKEDKEPGEDCPSPQPAPASPRDSLALGRADPGAPVSQEDMQAMVQLIRYMHTYCLP.... Result: 1 (interaction). (5) The miRNA is hsa-miR-4724-5p with sequence AACUGAACCAGGAGUGAGCUUCG. The protein sequence of the target gene is MDPSLLRERELFKKRALSTPVVEKRSASSESSSSSSKKKKTKVEHGGSSGSKQNSDHSNGSFNLKALSGSSGYKFGVLAKIVNYMKTRHQRGDTHPLTLDEILDETQHLDIGLKQKQWLMTEALVNNPKIEVIDGKYAFKPKYNVRDKKALLRLLDQHDQRGLGGILLEDIEEALPNSQKAVKALGDQILFVNRPDKKKILFFNDKSCQFSVDEEFQKLWRSVTVDSMDEEKIEEYLKRQGISSMQESGPKKVAPIQRRKKPASQKKRRFKTHNEHLAGVLKDYSDITSSK. Result: 1 (interaction). (6) The miRNA is mmu-miR-181a-5p with sequence AACAUUCAACGCUGUCGGUGAGU. The protein sequence of the target gene is MELSDSDRPVSFGSTSSSASSRDSHGSFGSRMTLVSNSHMGLFNQDKEVGAIKLELIPARPFSSSELQRDNPATGQQNADEGSERPPRAQWRVDSNGAPKTIADSATSPKLLYVDRVVQEILETERTYVQDLKSIVEDYLDCIRDQTKLPLGTEERSALFGNIQDIYHFNSELLQDLENCENDPVAIAECFVSKSEEFHIYTQYCTNYPRSVAVLTECMRNKILAKFFRERQETLKHSLPLGSYLLKPVQRILKYHLLLHEIENHLDKDTEGYDVVLDAIDTMQRVAWHINDMKRKHEHA.... Result: 0 (no interaction). (7) The miRNA is hsa-miR-219b-5p with sequence AGAUGUCCAGCCACAAUUCUCG. The protein sequence of the target gene is MARLTKRRQADTKAIQHLWAAIEIIRNQKQIANIDRITKYMSRVHGMHPKETTRQLSLAVKDGLIVETLTVGCKGSKAGIEQEGYWLPGDEIDWETETHDWYCFECHLPGEVLICDLCFRVYHSKCLSDEFRLRDSSSHWQCPVCRSIKKKHSNKQEMGTYLRFIVSRMKERAIDLNKKGKDSKHPMYRRLVHSAVDVPTIQEKVNEGKYRSYEEFKADAQLLLHNTVIFYGADSEQADIARMLYKDTCHELDELQLCKNCFYLSNARPDNWFCYPCIPNHELVWAKMKGFGFWPAKVMQ.... Result: 0 (no interaction).